This data is from Forward reaction prediction with 1.9M reactions from USPTO patents (1976-2016). The task is: Predict the product of the given reaction. (1) The product is: [C:35]([NH:2][C@@H:3]1[CH2:8][CH2:7][C@H:6]([NH:9][C:10]([C:12]2[C:16]3[N:17]=[CH:18][N:19]=[C:20]([C:21]4[CH:26]=[C:25]([CH3:27])[C:24]([F:28])=[CH:23][C:22]=4[O:29][CH2:30][CH:31]4[CH2:32][CH2:33]4)[C:15]=3[NH:14][C:13]=2[CH3:34])=[O:11])[CH2:5][CH2:4]1)(=[O:37])[CH3:36]. Given the reactants Cl.[NH2:2][C@@H:3]1[CH2:8][CH2:7][C@H:6]([NH:9][C:10]([C:12]2[C:16]3[N:17]=[CH:18][N:19]=[C:20]([C:21]4[CH:26]=[C:25]([CH3:27])[C:24]([F:28])=[CH:23][C:22]=4[O:29][CH2:30][CH:31]4[CH2:33][CH2:32]4)[C:15]=3[NH:14][C:13]=2[CH3:34])=[O:11])[CH2:5][CH2:4]1.[C:35](Cl)(=[O:37])[CH3:36], predict the reaction product. (2) Given the reactants Cl[C:2](Cl)([O:4][C:5](=[O:11])OC(Cl)(Cl)Cl)Cl.[Br:13][C:14]1[CH:19]=[CH:18][C:17]([C:20]2[N:21]=[C:22]([NH:25][C@H:26](C)[CH2:27]O)[S:23][CH:24]=2)=[CH:16][CH:15]=1.C(N(CC)C(C)C)(C)C, predict the reaction product. The product is: [Br:13][C:14]1[CH:15]=[CH:16][C:17]([C:20]2[N:21]=[C:22]([N:25]3[C@H:26]([CH3:27])[CH2:2][O:4][C:5]3=[O:11])[S:23][CH:24]=2)=[CH:18][CH:19]=1. (3) Given the reactants [I:1][C:2]1[CH:7]=[CH:6][N:5]2[N:8]=[CH:9][C:10]([C:11]([OH:13])=O)=[C:4]2[CH:3]=1.[CH3:14][O:15][C:16]1[CH:32]=[CH:31][C:19]([CH2:20][NH:21][CH2:22][C:23]2[CH:28]=[CH:27][C:26]([O:29][CH3:30])=[CH:25][CH:24]=2)=[CH:18][CH:17]=1.CCN=C=NCCCN(C)C.CN(C=O)C, predict the reaction product. The product is: [I:1][C:2]1[CH:7]=[CH:6][N:5]2[N:8]=[CH:9][C:10]([C:11]([N:21]([CH2:20][C:19]3[CH:18]=[CH:17][C:16]([O:15][CH3:14])=[CH:32][CH:31]=3)[CH2:22][C:23]3[CH:24]=[CH:25][C:26]([O:29][CH3:30])=[CH:27][CH:28]=3)=[O:13])=[C:4]2[CH:3]=1. (4) Given the reactants [CH2:1]1[C@H:6]2[C:7]3[N:13]([CH2:14][C@@H:2]1[CH2:3][NH:4][CH2:5]2)[C:11](=[O:12])[CH:10]=[CH:9][CH:8]=3.[CH:15](=O)[C:16]1[CH:21]=[CH:20][CH:19]=[CH:18][CH:17]=1.C(O[BH-](OC(=O)C)OC(=O)C)(=O)C.[Na+], predict the reaction product. The product is: [CH2:1]1[C@H:6]2[C:7]3[N:13]([CH2:14][C@@H:2]1[CH2:3][N:4]([CH2:15][C:16]1[CH:21]=[CH:20][CH:19]=[CH:18][CH:17]=1)[CH2:5]2)[C:11](=[O:12])[CH:10]=[CH:9][CH:8]=3. (5) Given the reactants C(=O)([O-])O.[Na+].I[C:7]1[C:12]([O:13][C:14]2[C:23]3[C:18](=[CH:19][C:20]([O:26][CH3:27])=[C:21]([O:24][CH3:25])[CH:22]=3)[N:17]=[CH:16][CH:15]=2)=[CH:11][CH:10]=[C:9]([CH3:28])[N:8]=1.[C:29]([C:32]1[CH:37]=[CH:36][CH:35]=[CH:34][C:33]=1B(O)O)(=[O:31])[CH3:30].[OH-].[Na+], predict the reaction product. The product is: [CH3:25][O:24][C:21]1[CH:22]=[C:23]2[C:18](=[CH:19][C:20]=1[O:26][CH3:27])[N:17]=[CH:16][CH:15]=[C:14]2[O:13][C:12]1[C:7]([C:33]2[CH:34]=[CH:35][CH:36]=[CH:37][C:32]=2[C:29](=[O:31])[CH3:30])=[N:8][C:9]([CH3:28])=[CH:10][CH:11]=1. (6) Given the reactants [Cl:1][C:2]1[C:3]([O:32]C)=[C:4]([C:9](=O)[CH2:10][C:11]2[CH:16]=[C:15]([NH:17]C(=O)C(C)(C)C)[N:14]=[CH:13][C:12]=2[NH:24]C(=O)C(C)(C)C)[CH:5]=[C:6]([Cl:8])[CH:7]=1, predict the reaction product. The product is: [ClH:1].[NH2:17][C:15]1[CH:16]=[C:11]2[CH:10]=[C:9]([C:4]3[CH:5]=[C:6]([Cl:8])[CH:7]=[C:2]([Cl:1])[C:3]=3[OH:32])[NH:24][C:12]2=[CH:13][N:14]=1. (7) Given the reactants [NH2:1][C:2]1[CH:3]=[C:4]2[C:8](=[CH:9][CH:10]=1)[NH:7][CH:6]=[C:5]2[CH:11]1[CH2:16][CH2:15][CH2:14][CH:13]([N:17]([CH2:25][CH3:26])[C:18](=[O:24])[O:19][C:20]([CH3:23])([CH3:22])[CH3:21])[CH2:12]1.I.[S:28]1[CH:32]=[CH:31][CH:30]=[C:29]1[C:33](SC)=[NH:34], predict the reaction product. The product is: [CH2:25]([N:17]([CH:13]1[CH2:14][CH2:15][CH2:16][CH:11]([C:5]2[C:4]3[C:8](=[CH:9][CH:10]=[C:2]([NH:1][C:33]([C:29]4[S:28][CH:32]=[CH:31][CH:30]=4)=[NH:34])[CH:3]=3)[NH:7][CH:6]=2)[CH2:12]1)[C:18](=[O:24])[O:19][C:20]([CH3:21])([CH3:22])[CH3:23])[CH3:26].